From a dataset of Reaction yield outcomes from USPTO patents with 853,638 reactions. Predict the reaction yield, written as a fraction of the theoretical maximum amount of product (1.0 means a 100% yield; for example, 0.34 means a 34% yield). (1) The reactants are [Br:1][C:2]1[CH:7]=[CH:6][C:5]([OH:8])=[C:4](I)[CH:3]=1.[CH2:10]([OH:14])[CH2:11][C:12]#[CH:13].C(NC(C)C)(C)C. The catalyst is C(OC(C)C)(=O)C.C([O-])(=O)C.[Pd+2].C([O-])(=O)C.[Cu]I.C1(P(C2C=CC=CC=2)C2C=CC=CC=2)C=CC=CC=1. The product is [Br:1][C:2]1[CH:7]=[CH:6][C:5]2[O:8][C:12]([CH2:11][CH2:10][OH:14])=[CH:13][C:4]=2[CH:3]=1. The yield is 0.720. (2) The reactants are Cl.[N+:2]([C:5]1[CH:15]=[CH:14][C:8]([O:9][CH2:10][C:11]([OH:13])=[O:12])=[CH:7][CH:6]=1)([O-:4])=[O:3].[CH2:16](O)[CH2:17][OH:18]. No catalyst specified. The product is [OH:18][CH2:17][CH2:16][O:12][C:11](=[O:13])[CH2:10][O:9][C:8]1[CH:7]=[CH:6][C:5]([N+:2]([O-:4])=[O:3])=[CH:15][CH:14]=1. The yield is 0.574.